Predict the product of the given reaction. From a dataset of Forward reaction prediction with 1.9M reactions from USPTO patents (1976-2016). Given the reactants C[O:2][C:3]1[CH:4]=[C:5]2[C:9](=[CH:10][CH:11]=1)[CH2:8][CH:7]([NH:12][S:13]([C:16]1[CH:21]=[C:20]([S:22]([C:25]3[CH:30]=[CH:29][CH:28]=[CH:27][CH:26]=3)(=[O:24])=[O:23])[CH:19]=[CH:18][C:17]=1[C:31]([F:34])([F:33])[F:32])(=[O:15])=[O:14])[CH2:6]2.B(Br)(Br)Br, predict the reaction product. The product is: [OH:2][C:3]1[CH:4]=[C:5]2[C:9](=[CH:10][CH:11]=1)[CH2:8][CH:7]([NH:12][S:13]([C:16]1[CH:21]=[C:20]([S:22]([C:25]3[CH:30]=[CH:29][CH:28]=[CH:27][CH:26]=3)(=[O:24])=[O:23])[CH:19]=[CH:18][C:17]=1[C:31]([F:34])([F:33])[F:32])(=[O:14])=[O:15])[CH2:6]2.